From a dataset of Reaction yield outcomes from USPTO patents with 853,638 reactions. Predict the reaction yield, written as a fraction of the theoretical maximum amount of product (1.0 means a 100% yield; for example, 0.34 means a 34% yield). The product is [C:9]([O:13][C:14]([NH:16][C@H:17]([CH:21]1[CH2:23][CH2:22]1)[C:18]([NH:36][CH2:35][C:34]([O:33][CH3:32])=[O:37])=[O:20])=[O:15])([CH3:10])([CH3:11])[CH3:12]. The yield is 0.580. The catalyst is C(Cl)Cl. The reactants are ClC(OCC(C)C)=O.[C:9]([O:13][C:14]([NH:16][C@H:17]([CH:21]1[CH2:23][CH2:22]1)[C:18]([OH:20])=O)=[O:15])([CH3:12])([CH3:11])[CH3:10].CCN(CC)CC.Cl.[CH3:32][O:33][C:34](=[O:37])[CH2:35][NH2:36].